This data is from Catalyst prediction with 721,799 reactions and 888 catalyst types from USPTO. The task is: Predict which catalyst facilitates the given reaction. (1) Reactant: [CH3:1][C:2]1[NH:3][CH:4]=[C:5]([C:7]([O:9][CH2:10][CH3:11])=[O:8])[N:6]=1.[OH-].[K+].[F:14][CH:15]([F:18])[CH2:16]I.[NH4+].[Cl-]. Product: [F:14][CH:15]([F:18])[CH2:16][N:3]1[CH:4]=[C:5]([C:7]([O:9][CH2:10][CH3:11])=[O:8])[N:6]=[C:2]1[CH3:1]. The catalyst class is: 3. (2) Reactant: [C:1]([C:4]1[CH:5]=[C:6]([C:11]2[C:12]([C@@H:17]([NH:27][C:28](=[O:42])[CH2:29][N:30]3[CH:34]=[C:33]([C:35]([OH:37])=O)[C:32]([C:38]([F:41])([F:40])[F:39])=[N:31]3)[CH2:18][C:19]3[CH:24]=[C:23]([F:25])[CH:22]=[C:21]([F:26])[CH:20]=3)=[N:13][CH:14]=[CH:15][CH:16]=2)[CH:7]=[CH:8][C:9]=1[F:10])(=[O:3])[NH2:2].C1C=CC2N(O)N=[N:49]C=2C=1.N.O1CCOCC1.C(N(CC)C(C)C)(C)C.CN(C(ON1N=NC2C=CC=NC1=2)=[N+](C)C)C.F[P-](F)(F)(F)(F)F. Product: [C:1]([C:4]1[CH:5]=[C:6]([C:11]2[C:12]([C@@H:17]([NH:27][C:28](=[O:42])[CH2:29][N:30]3[CH:34]=[C:33]([C:35]([NH2:49])=[O:37])[C:32]([C:38]([F:39])([F:41])[F:40])=[N:31]3)[CH2:18][C:19]3[CH:20]=[C:21]([F:26])[CH:22]=[C:23]([F:25])[CH:24]=3)=[N:13][CH:14]=[CH:15][CH:16]=2)[CH:7]=[CH:8][C:9]=1[F:10])(=[O:3])[NH2:2]. The catalyst class is: 3. (3) Reactant: Br[CH2:2][C:3]([O:5][CH2:6][CH3:7])=[O:4].[OH:8][C:9]1[CH:10]=[CH:11][C:12]2[CH2:19][CH:18]3[C:20](=[O:21])[CH:15]([CH2:16][CH2:17]3)[CH2:14][C:13]=2[CH:22]=1.C(=O)([O-])[O-].[K+].[K+]. Product: [CH2:6]([O:5][C:3](=[O:4])[CH2:2][O:8][C:9]1[CH:22]=[C:13]2[C:12](=[CH:11][CH:10]=1)[CH2:19][CH:18]1[C:20](=[O:21])[CH:15]([CH2:16][CH2:17]1)[CH2:14]2)[CH3:7]. The catalyst class is: 18. (4) Reactant: C([O:4]CC=C)C=C.[CH2:8]([C:11]1[CH:16]=[C:15]([CH:17]2[CH2:21][CH2:20][CH2:19][CH2:18]2)[CH:14]=[C:13]([Br:22])[C:12]=1[OH:23])[CH:9]=[CH2:10].ClC1C=C(C=CC=1)C(OO)=O.C(=O)([O-])[O-].[K+].[K+]. Product: [Br:22][C:13]1[C:12]2[O:23][CH:9]([CH2:10][OH:4])[CH2:8][C:11]=2[CH:16]=[C:15]([CH:17]2[CH2:18][CH2:19][CH2:20][CH2:21]2)[CH:14]=1. The catalyst class is: 728.